The task is: Predict which catalyst facilitates the given reaction.. This data is from Catalyst prediction with 721,799 reactions and 888 catalyst types from USPTO. (1) Reactant: [C:1]([C:3](=[C:9]1[CH2:14][CH2:13][CH2:12][CH2:11][CH2:10]1)[C:4]([O:6][CH2:7][CH3:8])=[O:5])#[N:2].[CH3:15]C([O-])(C)C.[K+].CI. Product: [C:1]([C:3]([C:9]1[CH2:14][CH2:13][CH2:12][CH2:11][CH:10]=1)([CH3:15])[C:4]([O:6][CH2:7][CH3:8])=[O:5])#[N:2]. The catalyst class is: 3. (2) Reactant: [OH-].[Li+].[CH2:3]([C:5]1[N:6]=[C:7]([C:10]2[CH:11]=[CH:12][C:13]([O:16][CH2:17][CH2:18][CH2:19][O:20][C:21]3[CH:22]=[C:23]4[C:27](=[CH:28][CH:29]=3)[N:26]([CH:30]([CH3:35])[C:31]([O:33]C)=[O:32])[CH:25]=[CH:24]4)=[N:14][CH:15]=2)[S:8][CH:9]=1)[CH3:4].CO.O. Product: [CH2:3]([C:5]1[N:6]=[C:7]([C:10]2[CH:11]=[CH:12][C:13]([O:16][CH2:17][CH2:18][CH2:19][O:20][C:21]3[CH:22]=[C:23]4[C:27](=[CH:28][CH:29]=3)[N:26]([CH:30]([CH3:35])[C:31]([OH:33])=[O:32])[CH:25]=[CH:24]4)=[N:14][CH:15]=2)[S:8][CH:9]=1)[CH3:4]. The catalyst class is: 1. (3) Reactant: [CH:1](=O)[CH3:2].B(F)(F)F.CCOCC.[CH3:13][C:14]([OH:22])([CH2:16][CH2:17][CH:18]=[C:19]([CH3:21])[CH3:20])[CH3:15]. Product: [CH3:13][C:14]1([CH3:15])[CH2:16][CH2:17][CH:18]([C:19]([CH3:21])=[CH2:20])[CH:1]([CH3:2])[O:22]1. The catalyst class is: 27. (4) Reactant: [CH2:1]([NH:7][CH2:8][CH2:9][CH2:10][CH2:11][CH2:12][CH3:13])[CH2:2][CH2:3][CH2:4][CH2:5][CH3:6].[N:14]1[C:21]([Cl:22])=[N:20][C:18](Cl)=[N:17][C:15]=1[Cl:16].C(=O)([O-])[O-].[Na+].[Na+]. Product: [Cl:16][C:15]1[N:14]=[C:21]([Cl:22])[N:20]=[C:18]([N:7]([CH2:1][CH2:2][CH2:3][CH2:4][CH2:5][CH3:6])[CH2:8][CH2:9][CH2:10][CH2:11][CH2:12][CH3:13])[N:17]=1. The catalyst class is: 647. (5) Reactant: [C:1]([O:5][C:6]([N:8]([CH2:35][C@H:36]([OH:43])[C:37]1[CH:42]=[CH:41][CH:40]=[CH:39][CH:38]=1)[CH2:9][CH2:10][CH2:11][C:12]1[CH:17]=[CH:16][C:15]([C:18]2[CH:23]=[CH:22][C:21]([C:24]([O:26]C)=[O:25])=[C:20]([O:28][CH:29]3[CH2:34][CH2:33][CH2:32][CH2:31][CH2:30]3)[CH:19]=2)=[CH:14][CH:13]=1)=[O:7])([CH3:4])([CH3:3])[CH3:2].[OH-].[Na+]. Product: [C:1]([O:5][C:6]([N:8]([CH2:35][C@H:36]([OH:43])[C:37]1[CH:42]=[CH:41][CH:40]=[CH:39][CH:38]=1)[CH2:9][CH2:10][CH2:11][C:12]1[CH:13]=[CH:14][C:15]([C:18]2[CH:23]=[CH:22][C:21]([C:24]([OH:26])=[O:25])=[C:20]([O:28][CH:29]3[CH2:34][CH2:33][CH2:32][CH2:31][CH2:30]3)[CH:19]=2)=[CH:16][CH:17]=1)=[O:7])([CH3:4])([CH3:2])[CH3:3]. The catalyst class is: 5. (6) Reactant: Br.Br.[F:3][C:4]([F:22])([F:21])[C:5]1[CH:6]=[C:7]([C:11]2[CH:20]=[CH:19][C:14]3[NH:15][C:16]([NH2:18])=[N:17][C:13]=3[CH:12]=2)[CH:8]=[CH:9][CH:10]=1.[CH3:23][C:24]1[N:29]2[CH:30]=[C:31]([C:33](O)=[O:34])[N:32]=[C:28]2[CH:27]=[CH:26][CH:25]=1.CN(C(ON1N=NC2C=CC=CC1=2)=[N+](C)C)C.F[P-](F)(F)(F)(F)F.CCN(C(C)C)C(C)C.C([O-])(O)=O.[Na+]. Product: [F:22][C:4]([F:3])([F:21])[C:5]1[CH:6]=[C:7]([C:11]2[CH:20]=[CH:19][C:14]3[NH:15][C:16]([NH:18][C:33]([C:31]4[N:32]=[C:28]5[CH:27]=[CH:26][CH:25]=[C:24]([CH3:23])[N:29]5[CH:30]=4)=[O:34])=[N:17][C:13]=3[CH:12]=2)[CH:8]=[CH:9][CH:10]=1. The catalyst class is: 3. (7) Reactant: [CH2:1]([C:3]1[C:7]([S:8][C:9]2[CH:14]=[CH:13][C:12]([F:15])=[CH:11][CH:10]=2)=[C:6]([CH2:16][CH3:17])[NH:5][N:4]=1)[CH3:2].N1C=CC=N1.[H-].[Na+].[CH3:25][C:26]1([CH3:41])[CH2:28][N:27]1[S:29]([C:32]1[CH:37]=[CH:36][C:35]([N+:38]([O-:40])=[O:39])=[CH:34][CH:33]=1)(=[O:31])=[O:30]. Product: [CH2:1]([C:3]1[C:7]([S:8][C:9]2[CH:14]=[CH:13][C:12]([F:15])=[CH:11][CH:10]=2)=[C:6]([CH2:16][CH3:17])[N:5]([CH2:41][C:26]([NH:27][S:29]([C:32]2[CH:37]=[CH:36][C:35]([N+:38]([O-:40])=[O:39])=[CH:34][CH:33]=2)(=[O:30])=[O:31])([CH3:25])[CH3:28])[N:4]=1)[CH3:2]. The catalyst class is: 7. (8) Reactant: [Br:1][C:2]1[CH:7]=[CH:6][C:5]([OH:8])=[CH:4][C:3]=1[Cl:9].C(=O)([O-])[O-].[K+].[K+].[CH2:16](Cl)[C:17]1[CH:22]=[CH:21][CH:20]=[CH:19][CH:18]=1. Product: [CH2:16]([O:8][C:5]1[CH:6]=[CH:7][C:2]([Br:1])=[C:3]([Cl:9])[CH:4]=1)[C:17]1[CH:22]=[CH:21][CH:20]=[CH:19][CH:18]=1. The catalyst class is: 9.